This data is from Full USPTO retrosynthesis dataset with 1.9M reactions from patents (1976-2016). The task is: Predict the reactants needed to synthesize the given product. (1) Given the product [Br:1][C:2]1[CH:3]=[CH:4][CH:5]=[C:6]2[C:10]=1[N:9]([CH3:11])[N:8]=[C:7]2[NH:12][C:24](=[O:25])[C:23]([F:34])([F:33])[F:22], predict the reactants needed to synthesize it. The reactants are: [Br:1][C:2]1[CH:3]=[CH:4][CH:5]=[C:6]2[C:10]=1[N:9]([CH3:11])[N:8]=[C:7]2[NH2:12].C(N(CC)C(C)C)(C)C.[F:22][C:23]([F:34])([F:33])[C:24](O[C:24](=[O:25])[C:23]([F:34])([F:33])[F:22])=[O:25]. (2) Given the product [ClH:13].[Cl:13][C:14]1[CH:15]=[C:16]([CH:23]=[CH:24][CH:25]=1)[O:17][CH2:18][CH2:19][CH2:20][N:21]([CH3:22])[C:10]([CH:8]1[CH2:7][CH2:6][C:5]2[NH:1][CH:2]=[N:3][C:4]=2[CH2:9]1)=[O:12], predict the reactants needed to synthesize it. The reactants are: [N:1]1[C:5]2[CH2:6][CH2:7][CH:8]([C:10]([OH:12])=O)[CH2:9][C:4]=2[NH:3][CH:2]=1.[Cl:13][C:14]1[CH:15]=[C:16]([CH:23]=[CH:24][CH:25]=1)[O:17][CH2:18][CH2:19][CH2:20][NH:21][CH3:22]. (3) Given the product [C:25]([N:17]1[CH2:18][CH2:19][C:14]([C:11](=[O:13])[NH2:12])([C:20]([O:22][CH2:23][CH3:24])=[O:21])[CH2:15][CH2:16]1)(=[O:27])[CH3:26], predict the reactants needed to synthesize it. The reactants are: CCN(C(C)C)C(C)C.Cl.[C:11]([C:14]1([C:20]([O:22][CH2:23][CH3:24])=[O:21])[CH2:19][CH2:18][NH:17][CH2:16][CH2:15]1)(=[O:13])[NH2:12].[C:25](OC(=O)C)(=[O:27])[CH3:26]. (4) Given the product [Cl:18][C:6]1[O:16][N:15]=[C:9]([C:10]([O:12][CH2:13][CH3:14])=[O:11])[CH:7]=1, predict the reactants needed to synthesize it. The reactants are: C(N([CH2:6][CH3:7])CC)C.Cl[C:9](=[N:15][OH:16])[C:10]([O:12][CH2:13][CH3:14])=[O:11].O.[Cl:18]CCl. (5) Given the product [N+:1]([C:4]1[CH:5]=[CH:6][C:7]([C:10]2[CH:11]=[C:12]([CH:16]=[CH:17][CH:18]=2)[C:13]([O:15][CH3:19])=[O:14])=[CH:8][CH:9]=1)([O-:3])=[O:2], predict the reactants needed to synthesize it. The reactants are: [N+:1]([C:4]1[CH:9]=[CH:8][C:7]([C:10]2[CH:11]=[C:12]([CH:16]=[CH:17][CH:18]=2)[C:13]([OH:15])=[O:14])=[CH:6][CH:5]=1)([O-:3])=[O:2].[C:19](Cl)(=O)C(Cl)=O.C(N(CC)CC)C.